This data is from Catalyst prediction with 721,799 reactions and 888 catalyst types from USPTO. The task is: Predict which catalyst facilitates the given reaction. Reactant: [CH2:1]([O:4][C:5]1[CH:10]=[CH:9][C:8]([C:11]2[CH:19]=[CH:18][C:14]([C:15]([OH:17])=[O:16])=[CH:13][CH:12]=2)=[CH:7][CH:6]=1)[CH2:2][CH3:3]. Product: [CH2:1]([O:4][C:5]1[CH:6]=[CH:7][C:8]([C:11]2[CH:19]=[CH:18][C:14]([C:15]([O:17][C:8]([CH3:11])([CH3:9])[CH3:7])=[O:16])=[CH:13][CH:12]=2)=[CH:9][CH:10]=1)[CH2:2][CH3:3]. The catalyst class is: 309.